Regression. Given a peptide amino acid sequence and an MHC pseudo amino acid sequence, predict their binding affinity value. This is MHC class II binding data. From a dataset of Peptide-MHC class II binding affinity with 134,281 pairs from IEDB. (1) The peptide sequence is VGAATGAATAATGGY. The MHC is HLA-DPA10103-DPB10201 with pseudo-sequence HLA-DPA10103-DPB10201. The binding affinity (normalized) is 0. (2) The peptide sequence is IEKKIAKMEKASY. The MHC is DRB1_0301 with pseudo-sequence DRB1_0301. The binding affinity (normalized) is 0. (3) The binding affinity (normalized) is 0.574. The MHC is DRB1_0401 with pseudo-sequence DRB1_0401. The peptide sequence is RAFTLASSETGVG. (4) The peptide sequence is GELQICDKIDAAFKI. The MHC is DRB1_1302 with pseudo-sequence DRB1_1302. The binding affinity (normalized) is 0.420. (5) The peptide sequence is ELKESWGAIWRIDTP. The MHC is DRB1_0802 with pseudo-sequence DRB1_0802. The binding affinity (normalized) is 0.333.